Dataset: hERG potassium channel inhibition data for cardiac toxicity prediction from Karim et al.. Task: Regression/Classification. Given a drug SMILES string, predict its toxicity properties. Task type varies by dataset: regression for continuous values (e.g., LD50, hERG inhibition percentage) or binary classification for toxic/non-toxic outcomes (e.g., AMES mutagenicity, cardiotoxicity, hepatotoxicity). Dataset: herg_karim. (1) The compound is Cc1nn(C2CCN(CC(=O)N(C)C)CC2)c(C)c1Nc1ncc(Cl)c(-c2cnn3ccccc23)n1. The result is 1 (blocker). (2) The drug is O=C(OCc1ccccc1)N1CCC(CNc2ccccn2)CC1. The result is 1 (blocker). (3) The drug is Clc1cnc(N2CCC([C@H]3C[C@H]3CCOc3ccc(-n4ccnn4)cc3)CC2)nc1. The result is 0 (non-blocker). (4) The drug is C[C@@H](Cc1csc(-c2cn(CC3CCOCC3)c3c(Cl)cccc23)n1)NCCO. The result is 1 (blocker). (5) The result is 0 (non-blocker). The molecule is COc1ccc([C@@H]2Sc3ccccc3N(CCN(C)C)C(=O)[C@H]2OC(C)=O)cc1.